Dataset: HIV replication inhibition screening data with 41,000+ compounds from the AIDS Antiviral Screen. Task: Binary Classification. Given a drug SMILES string, predict its activity (active/inactive) in a high-throughput screening assay against a specified biological target. (1) The drug is Nn1ccc(=O)c2c1-c1ccccc1C(c1ccccc1)c1ccccc1-2. The result is 0 (inactive). (2) The molecule is Nc1ccc(N=Nc2ccc(N=Nc3ccc(N=Nc4cc(S(=O)(=O)O)c5ccccc5c4O)c4ccc(S(=O)(=O)O)cc34)c3ccc(S(=O)(=O)O)cc23)cc1. The result is 1 (active).